This data is from Reaction yield outcomes from USPTO patents with 853,638 reactions. The task is: Predict the reaction yield, written as a fraction of the theoretical maximum amount of product (1.0 means a 100% yield; for example, 0.34 means a 34% yield). (1) The reactants are I.[NH2:2][C:3]1[C:4]([C:11]([NH:13][C:14](=[NH:17])SC)=[O:12])=[N:5][C:6]([Cl:10])=[C:7]([NH2:9])[N:8]=1.C([N:20](CC)CC)C.Cl.N[CH2:27][CH2:28][CH2:29][CH2:30][C:31]1[CH:42]=[CH:41][C:34]([C:35]([NH:37][CH2:38][CH2:39][OH:40])=[O:36])=[CH:33][CH:32]=1. The catalyst is C1COCC1.CO. The product is [ClH:10].[NH2:2][C:3]1[C:4]([C:11]([N:13]([CH2:27][CH2:28][CH2:29][CH2:30][C:31]2[CH:42]=[CH:41][C:34]([C:35]([NH:37][CH2:38][CH2:39][OH:40])=[O:36])=[CH:33][CH:32]=2)[C:14]([NH2:17])=[NH:20])=[O:12])=[N:5][C:6]([Cl:10])=[C:7]([NH2:9])[N:8]=1. The yield is 0.790. (2) The reactants are [Br:1][C:2]1[CH:7]=[CH:6][C:5](/C=C/C=O)=[CH:4][CH:3]=1.[Br:12][C:13]1[CH:18]=[CH:17][C:16]([NH:19][CH:20]([C:23]2[CH:28]=[CH:27][C:26]([C:29]([CH3:32])([CH3:31])[CH3:30])=[CH:25][CH:24]=2)[C:21]#N)=[CH:15][CH:14]=1.[OH-].[K+].[CH2:35](O)[CH3:36]. The yield is 0.100. The product is [Br:12][C:13]1[CH:18]=[CH:17][C:16]([N:19]2[CH:36]=[CH:35][C:21]([C:5]3[CH:6]=[CH:7][C:2]([Br:1])=[CH:3][CH:4]=3)=[C:20]2[C:23]2[CH:28]=[CH:27][C:26]([C:29]([CH3:32])([CH3:31])[CH3:30])=[CH:25][CH:24]=2)=[CH:15][CH:14]=1. No catalyst specified.